Dataset: Full USPTO retrosynthesis dataset with 1.9M reactions from patents (1976-2016). Task: Predict the reactants needed to synthesize the given product. (1) Given the product [NH2:1][C:4]1[CH:9]=[C:8]([O:10][CH3:11])[CH:7]=[CH:6][C:5]=1[S:12]([NH:15][C:16]1[CH:17]=[CH:18][CH:19]=[C:20]2[C:25]=1[N:24]=[C:23]([CH3:26])[CH:22]=[CH:21]2)(=[O:14])=[O:13], predict the reactants needed to synthesize it. The reactants are: [N+:1]([C:4]1[CH:9]=[C:8]([O:10][CH3:11])[CH:7]=[CH:6][C:5]=1[S:12]([NH:15][C:16]1[CH:17]=[CH:18][CH:19]=[C:20]2[C:25]=1[N:24]=[C:23]([CH3:26])[CH:22]=[CH:21]2)(=[O:14])=[O:13])([O-])=O.[Sn](Cl)Cl. (2) The reactants are: N1C=CC=CC=1C(O)=O.[NH2:10][C:11]1[C:16]([C:17]2[CH:22]=[CH:21][C:20]([OH:23])=[CH:19][CH:18]=2)=[CH:15][CH:14]=[CH:13][N:12]=1.P([O-])([O-])([O-])=O.[K+].[K+].[K+].Br[C:33]1[CH:38]=[CH:37][C:36]([CH3:39])=[C:35]([CH3:40])[CH:34]=1. Given the product [CH3:40][C:35]1[CH:34]=[C:33]([CH:38]=[CH:37][C:36]=1[CH3:39])[O:23][C:20]1[CH:21]=[CH:22][C:17]([C:16]2[C:11]([NH2:10])=[N:12][CH:13]=[CH:14][CH:15]=2)=[CH:18][CH:19]=1, predict the reactants needed to synthesize it. (3) Given the product [F:17][C:18]1[CH:19]=[C:20]([CH:51]=[C:52]([F:54])[CH:53]=1)[CH2:21][C:22]1[CH:23]=[C:24]2[C:28](=[CH:29][CH:30]=1)[N:27]([C:31]([C:44]1[CH:45]=[CH:46][CH:47]=[CH:48][CH:49]=1)([C:32]1[CH:37]=[CH:36][CH:35]=[CH:34][CH:33]=1)[C:38]1[CH:39]=[CH:40][CH:41]=[CH:42][CH:43]=1)[N:26]=[C:25]2[NH:50][C:4](=[O:6])[C:3]1[CH:7]=[C:8]([CH:11]=[O:12])[CH:9]=[CH:10][C:2]=1[F:1], predict the reactants needed to synthesize it. The reactants are: [F:1][C:2]1[CH:10]=[CH:9][C:8]([CH:11]=[O:12])=[CH:7][C:3]=1[C:4]([OH:6])=O.S(Cl)(Cl)=O.[F:17][C:18]1[CH:19]=[C:20]([CH:51]=[C:52]([F:54])[CH:53]=1)[CH2:21][C:22]1[CH:23]=[C:24]2[C:28](=[CH:29][CH:30]=1)[N:27]([C:31]([C:44]1[CH:49]=[CH:48][CH:47]=[CH:46][CH:45]=1)([C:38]1[CH:43]=[CH:42][CH:41]=[CH:40][CH:39]=1)[C:32]1[CH:37]=[CH:36][CH:35]=[CH:34][CH:33]=1)[N:26]=[C:25]2[NH2:50].CCN(C(C)C)C(C)C. (4) Given the product [CH2:17]([C@@H:13]([C:14]([N:24]1[CH2:28][CH2:27][CH2:26][C@H:25]1[C:29]1[O:30][C:31]2[CH:41]=[C:40]3[C:35]([CH:36]=[CH:37][CH:38]=[CH:39]3)=[CH:34][C:32]=2[N:33]=1)=[O:16])[CH2:12][N:9]([OH:8])[CH:10]=[O:11])[C:18]1[CH:19]=[CH:20][CH:21]=[CH:22][CH:23]=1, predict the reactants needed to synthesize it. The reactants are: C([O:8][N:9]([CH2:12][C@@H:13]([CH2:17][C:18]1[CH:23]=[CH:22][CH:21]=[CH:20][CH:19]=1)[C:14]([OH:16])=O)[CH:10]=[O:11])C1C=CC=CC=1.[NH:24]1[CH2:28][CH2:27][CH2:26][C@H:25]1[C:29]1[O:30][C:31]2[CH:41]=[C:40]3[C:35]([CH:36]=[CH:37][CH:38]=[CH:39]3)=[CH:34][C:32]=2[N:33]=1. (5) Given the product [C:28]1([C@@H:26]([N:19]2[C@@H:14]3[C@H:13]([CH2:18][CH2:17][CH2:16][CH2:15]3)[CH2:12][C@H:20]2[C:21]([O:23][CH2:24][CH3:25])=[O:22])[CH3:27])[CH:33]=[CH:32][CH:31]=[CH:30][CH:29]=1, predict the reactants needed to synthesize it. The reactants are: CC(C)([O-])C.[Na+].CS(O[CH2:12][C@H:13]1[CH2:18][CH2:17][CH2:16][CH2:15][C@@H:14]1[N:19]([C@H:26]([C:28]1[CH:33]=[CH:32][CH:31]=[CH:30][CH:29]=1)[CH3:27])[CH2:20][C:21]([O:23][CH2:24][CH3:25])=[O:22])(=O)=O.[Cl-].[NH4+]. (6) Given the product [CH3:84][C:1]1[C:10](=[O:26])[C:9]2[C:4]([C:3](=[O:27])[C:2]=1[CH2:11][CH:12]([C:14](=[O:25])[C@@H:78]([CH2:77][C:76]1[C:59]3[C:60](=[CH:61][CH:62]=[CH:63][CH:64]=3)[N:65]([C:43]([O:45][C:46]([CH3:47])([CH3:49])[CH3:48])=[O:44])[CH:75]=1)[NH2:80])[NH2:13])=[CH:5][CH:6]=[CH:7][CH:8]=2, predict the reactants needed to synthesize it. The reactants are: [CH3:1][C:2]1[C:3](=[O:27])[C:4]2[C:9]([C:10](=[O:26])[C:11]=1[CH:12]([C:14](=[O:25])[C@H](C)NC(OC(C)(C)C)=O)[NH2:13])=[CH:8][CH:7]=[CH:6][CH:5]=2.N([C:43]([O:45][C:46]([CH3:49])([CH3:48])[CH3:47])=[O:44])[C@@H](C(O)=O)CC1C2C(=CC=CC=2)NC=1.CN(C(ON1N=[N:65][C:60]2[CH:61]=[CH:62][CH:63]=[CH:64][C:59]1=2)=[N+](C)C)C.F[P-](F)(F)(F)(F)F.C1[CH:75]=[CH:76][C:77]2N(O)N=[N:80][C:78]=2C=1.[CH3:84]CN(C(C)C)C(C)C. (7) Given the product [C:18]([C:13]1[CH:12]=[C:11]([CH:15]=[O:16])[N:10]([C@@H:1]2[O:7][C@H:6]([CH2:8][OH:9])[C@@H:4]([OH:5])[C@H:2]2[OH:3])[CH:14]=1)#[C:17][CH3:20], predict the reactants needed to synthesize it. The reactants are: [C@@H:1]1([N:10]2[CH:14]=[CH:13][CH:12]=[C:11]2[CH:15]=[O:16])[O:7][C@H:6]([CH2:8][OH:9])[C@@H:4]([OH:5])[C@H:2]1[OH:3].[C:17]([C:20]1C=C(C=O)NC=1)#[C:18]C. (8) The reactants are: [CH:1]1([C:4]2[CH:5]=[N:6][C:7]([NH:17][C:18]3[CH:26]=[CH:25][CH:24]=[C:23]4[C:19]=3[CH:20]=[CH:21][N:22]4[CH2:27][CH:28]3[CH2:33][CH2:32][O:31][CH2:30][CH2:29]3)=[C:8]([CH:16]=2)[C:9]([O:11]C(C)(C)C)=[O:10])[CH2:3][CH2:2]1. Given the product [CH:1]1([C:4]2[CH:5]=[N:6][C:7]([NH:17][C:18]3[CH:26]=[CH:25][CH:24]=[C:23]4[C:19]=3[CH:20]=[CH:21][N:22]4[CH2:27][CH:28]3[CH2:29][CH2:30][O:31][CH2:32][CH2:33]3)=[C:8]([CH:16]=2)[C:9]([OH:11])=[O:10])[CH2:2][CH2:3]1, predict the reactants needed to synthesize it. (9) Given the product [CH2:13]([O:12][C:4]1[CH:3]=[C:2]([NH:1][C:29]2[N:31]=[C:32]([Cl:33])[N:25]=[C:26]([Cl:27])[N:28]=2)[CH:7]=[CH:6][C:5]=1[NH:8][C:9](=[O:11])[CH3:10])[C:14]1[CH:19]=[CH:18][CH:17]=[CH:16][CH:15]=1, predict the reactants needed to synthesize it. The reactants are: [NH2:1][C:2]1[CH:7]=[CH:6][C:5]([NH:8][C:9](=[O:11])[CH3:10])=[C:4]([O:12][CH2:13][C:14]2[CH:19]=[CH:18][CH:17]=[CH:16][CH:15]=2)[CH:3]=1.C([O-])(O)=O.[Na+].[N:25]1[C:32]([Cl:33])=[N:31][C:29](Cl)=[N:28][C:26]=1[Cl:27]. (10) Given the product [CH3:29][N:28]([CH2:30][C:31]([NH:33][C:34]1[CH:35]=[CH:36][C:37]([NH:38]/[C:16](=[C:6]2\[C:5](=[O:26])[NH:4][C:12]3[C:7]\2=[CH:8][C:9]([N+:13]([O-:15])=[O:14])=[CH:10][CH:11]=3)/[C:17]2[CH:18]=[CH:19][CH:20]=[CH:21][CH:22]=2)=[CH:39][CH:40]=1)=[O:32])[CH3:27], predict the reactants needed to synthesize it. The reactants are: C([N:4]1[C:12]2[C:7](=[CH:8][C:9]([N+:13]([O-:15])=[O:14])=[CH:10][CH:11]=2)[C:6](=[C:16](OCC)[C:17]2[CH:22]=[CH:21][CH:20]=[CH:19][CH:18]=2)[C:5]1=[O:26])(=O)C.[CH3:27][N:28]([CH2:30][C:31]([NH:33][C:34]1[CH:40]=[CH:39][C:37]([NH2:38])=[CH:36][CH:35]=1)=[O:32])[CH3:29].[OH-].[Na+].